From a dataset of Reaction yield outcomes from USPTO patents with 853,638 reactions. Predict the reaction yield, written as a fraction of the theoretical maximum amount of product (1.0 means a 100% yield; for example, 0.34 means a 34% yield). (1) The reactants are [CH2:1]([O:3][C:4]1[CH:9]=[CH:8][C:7]([C@@H:10]2[CH2:12][C@H:11]2[C:13]([O:15]C)=[O:14])=[CH:6][CH:5]=1)[CH3:2].[OH-].[Na+]. The catalyst is CO. The product is [CH2:1]([O:3][C:4]1[CH:9]=[CH:8][C:7]([C@@H:10]2[CH2:12][C@H:11]2[C:13]([OH:15])=[O:14])=[CH:6][CH:5]=1)[CH3:2]. The yield is 0.780. (2) The product is [CH:16]([C:15]1[CH:18]=[CH:19][C:12]([C:2]#[C:1][C:3]2[CH:10]=[CH:9][C:6]([C:7]#[N:8])=[CH:5][CH:4]=2)=[CH:13][CH:14]=1)=[O:17]. The catalyst is C1COCC1.Cl[Pd](Cl)([P](C1C=CC=CC=1)(C1C=CC=CC=1)C1C=CC=CC=1)[P](C1C=CC=CC=1)(C1C=CC=CC=1)C1C=CC=CC=1.[Cu]I. The yield is 0.900. The reactants are [C:1]([C:3]1[CH:10]=[CH:9][C:6]([C:7]#[N:8])=[CH:5][CH:4]=1)#[CH:2].I[C:12]1[CH:19]=[CH:18][C:15]([CH:16]=[O:17])=[CH:14][CH:13]=1.C(N(CC)CC)C. (3) The reactants are Cl[C:2]1[N:3]=[C:4]([N:22]2[CH2:27][CH2:26][O:25][CH2:24][CH2:23]2)[C:5]2[CH:10]=[C:9]([CH2:11][N:12]3[CH2:17][CH2:16][N:15]([S:18]([CH3:21])(=[O:20])=[O:19])[CH2:14][CH2:13]3)[S:8][C:6]=2[N:7]=1.[CH3:28][C:29]1[C:30]([NH2:38])(B(O)O)[NH:31][CH:32]=[CH:33][CH:34]=1. No catalyst specified. The product is [CH3:28][C:29]1[C:30]([NH2:38])=[N:31][CH:32]=[C:33]([C:2]2[N:3]=[C:4]([N:22]3[CH2:27][CH2:26][O:25][CH2:24][CH2:23]3)[C:5]3[CH:10]=[C:9]([CH2:11][N:12]4[CH2:17][CH2:16][N:15]([S:18]([CH3:21])(=[O:20])=[O:19])[CH2:14][CH2:13]4)[S:8][C:6]=3[N:7]=2)[CH:34]=1. The yield is 0.800. (4) The reactants are O1CCCC1.[F:6][CH2:7][CH2:8][OH:9].[H-].[Na+].[Br:12][C:13]1[N:30]([CH2:31][O:32][CH2:33][CH2:34][Si:35]([CH3:38])([CH3:37])[CH3:36])[C:16]2[CH:17]=[N:18][N:19]([CH2:22][O:23][CH2:24][CH2:25][Si:26]([CH3:29])([CH3:28])[CH3:27])[C:20](=[O:21])[C:15]=2[C:14]=1[CH2:39]Br. The catalyst is O. The product is [Br:12][C:13]1[N:30]([CH2:31][O:32][CH2:33][CH2:34][Si:35]([CH3:38])([CH3:37])[CH3:36])[C:16]2[CH:17]=[N:18][N:19]([CH2:22][O:23][CH2:24][CH2:25][Si:26]([CH3:29])([CH3:28])[CH3:27])[C:20](=[O:21])[C:15]=2[C:14]=1[CH2:39][O:9][CH2:8][CH2:7][F:6]. The yield is 0.910. (5) The reactants are [Cl:1][C:2]1[CH:3]=[C:4]([CH:8]=[CH:9][C:10]=1[O:11][C:12]1[CH:17]=[CH:16][CH:15]=[C:14]([C:18]2[CH:23]=[CH:22][N:21]=[N:20][CH:19]=2)[C:13]=1[C:24]#[N:25])[C:5](O)=[O:6].Cl.C(N=C=NCCCN(C)C)C.ON1C2C=CC=CC=2N=N1.[NH2:48][CH2:49][C:50]1[C:51](=[O:58])[NH:52][C:53]([CH3:57])=[CH:54][C:55]=1[CH3:56]. The catalyst is O.ClCCl.C(N(CC)CC)C. The product is [Cl:1][C:2]1[CH:3]=[C:4]([CH:8]=[CH:9][C:10]=1[O:11][C:12]1[CH:17]=[CH:16][CH:15]=[C:14]([C:18]2[CH:23]=[CH:22][N:21]=[N:20][CH:19]=2)[C:13]=1[C:24]#[N:25])[C:5]([NH:48][CH2:49][C:50]1[C:51](=[O:58])[NH:52][C:53]([CH3:57])=[CH:54][C:55]=1[CH3:56])=[O:6]. The yield is 0.700. (6) The reactants are [C@@H:1]1([NH:10][C:11]([C:13]2[CH:18]=[CH:17][CH:16]=[C:15]([C:19]3[C:27]4[C:22](=[CH:23][CH:24]=[C:25]([C:28]5[N:32]=[CH:31][N:30](C(C6C=CC=CC=6)(C6C=CC=CC=6)C6C=CC=CC=6)[N:29]=5)[CH:26]=4)[N:21](C4CCCCO4)[N:20]=3)[CH:14]=2)=[O:12])[C:9]2[C:4](=[CH:5][CH:6]=[CH:7][CH:8]=2)[CH2:3][CH2:2]1.Cl.C(=O)(O)[O-].[Na+]. The catalyst is O1CCOCC1. The product is [NH:29]1[C:28]([C:25]2[CH:26]=[C:27]3[C:22](=[CH:23][CH:24]=2)[NH:21][N:20]=[C:19]3[C:15]2[CH:14]=[C:13]([C:11]([NH:10][C@@H:1]3[C:9]4[C:4](=[CH:5][CH:6]=[CH:7][CH:8]=4)[CH2:3][CH2:2]3)=[O:12])[CH:18]=[CH:17][CH:16]=2)=[N:32][CH:31]=[N:30]1. The yield is 0.0900. (7) The reactants are [NH:1]1[C:5]2[CH:6]=[CH:7][CH:8]=[CH:9][C:4]=2[N:3]=[C:2]1[CH2:10][N:11]([CH3:22])[CH:12]1[C:21]2[N:20]=[CH:19][CH:18]=[CH:17][C:16]=2[CH2:15][CH2:14][CH2:13]1.Cl[CH2:24][CH:25]1[CH2:30][CH2:29][N:28]([C:31]([O:33][C:34]([CH3:37])([CH3:36])[CH3:35])=[O:32])[CH2:27][CH2:26]1.CN(CC1N(CCN2CCCCC2)C2C=CC=CC=2N=1)C1C2N=CC=CC=2CCC1. No catalyst specified. The product is [CH3:22][N:11]([CH2:10][C:2]1[N:3]([CH2:24][CH:25]2[CH2:30][CH2:29][N:28]([C:31]([O:33][C:34]([CH3:35])([CH3:37])[CH3:36])=[O:32])[CH2:27][CH2:26]2)[C:4]2[CH:9]=[CH:8][CH:7]=[CH:6][C:5]=2[N:1]=1)[CH:12]1[C:21]2[N:20]=[CH:19][CH:18]=[CH:17][C:16]=2[CH2:15][CH2:14][CH2:13]1. The yield is 0.710. (8) The reactants are [CH3:1][O:2][C:3]1[CH:4]=[C:5]([N:12]2[CH2:17][CH2:16][C:15](=O)[CH2:14][CH2:13]2)[CH:6]=[CH:7][C:8]=1[N+:9]([O-:11])=[O:10].[CH3:19][NH:20][CH3:21].CC(O)=O.C(O[BH-](OC(=O)C)OC(=O)C)(=O)C.[Na+]. The catalyst is ClCCCl.O. The product is [CH3:19][N:20]([CH3:21])[CH:15]1[CH2:16][CH2:17][N:12]([C:5]2[CH:6]=[CH:7][C:8]([N+:9]([O-:11])=[O:10])=[C:3]([O:2][CH3:1])[CH:4]=2)[CH2:13][CH2:14]1. The yield is 0.880.